Task: Predict the reactants needed to synthesize the given product.. Dataset: Full USPTO retrosynthesis dataset with 1.9M reactions from patents (1976-2016) (1) Given the product [Br:1][C:2]1[CH:3]=[CH:4][C:5](/[CH:8]=[CH:9]/[C@@H:10]([OH:12])[CH3:11])=[CH:6][CH:7]=1, predict the reactants needed to synthesize it. The reactants are: [Br:1][C:2]1[CH:7]=[CH:6][C:5](/[CH:8]=[CH:9]/[C:10](=[O:12])[CH3:11])=[CH:4][CH:3]=1.[B]1OC2C(=CC=CC=2)O1. (2) Given the product [CH3:1][O:2][C:3]1[CH:4]=[C:5]([S:11]([N:14]2[CH2:20][CH2:19][CH2:18][CH:17]([NH:21][C:22]([C@@H:24]([NH:28][C:29]([C:31]3[O:32][C:33]4[CH:39]=[CH:38][CH:37]=[CH:36][C:34]=4[CH:35]=3)=[O:30])[CH2:25][CH2:26][CH3:27])=[O:23])[CH:16]([OH:40])[CH2:15]2)(=[O:12])=[O:13])[CH:6]=[CH:7][C:8]=1[O:9][CH3:10], predict the reactants needed to synthesize it. The reactants are: [CH3:1][O:2][C:3]1[CH:4]=[C:5]([S:11]([N:14]2[CH2:20][CH2:19][CH2:18][CH:17]([NH:21][C:22]([C@@H:24]([NH:28][C:29]([C:31]3[O:32][C:33]4[CH:39]=[CH:38][CH:37]=[CH:36][C:34]=4[CH:35]=3)=[O:30])[CH2:25][CH2:26][CH3:27])=[O:23])[C:16](=[O:40])[CH2:15]2)(=[O:13])=[O:12])[CH:6]=[CH:7][C:8]=1[O:9][CH3:10].C(N(CC)CC)C.COC1C=C(S(Cl)(=O)=O)C=CC=1OC.CO. (3) Given the product [C:16]([CH:14]1[CH2:13][N:12]([C:10](=[O:11])[C@H:9]([NH:8][C:39]([C:38]2[C:32]3[C:33](=[N:34][CH:35]=[C:30]([C:24]4[C:23]5[C:27](=[CH:28][C:20]([Cl:19])=[CH:21][C:22]=5[F:50])[N:26]([CH3:29])[N:25]=4)[N:31]=3)[N:36]([CH2:42][O:43][CH2:44][CH2:45][Si:46]([CH3:49])([CH3:48])[CH3:47])[CH:37]=2)=[O:40])[CH3:18])[CH2:15]1)#[N:17], predict the reactants needed to synthesize it. The reactants are: FC(F)(F)C(O)=O.[NH2:8][C@H:9]([CH3:18])[C:10]([N:12]1[CH2:15][CH:14]([C:16]#[N:17])[CH2:13]1)=[O:11].[Cl:19][C:20]1[CH:28]=[C:27]2[C:23]([C:24]([C:30]3[N:31]=[C:32]4[C:38]([C:39](O)=[O:40])=[CH:37][N:36]([CH2:42][O:43][CH2:44][CH2:45][Si:46]([CH3:49])([CH3:48])[CH3:47])[C:33]4=[N:34][CH:35]=3)=[N:25][N:26]2[CH3:29])=[C:22]([F:50])[CH:21]=1.F[B-](F)(F)F.N1(OC(N(C)C)=[N+](C)C)C2C=CC=CC=2N=N1.C(N(CC)C(C)C)(C)C. (4) Given the product [CH2:19]([C:21]1[C:22]([CH:23]=[O:24])=[CH:25][CH:26]=[CH:27][C:28]=1[C:2]1[N:6]=[C:5]([C:7]2[CH:8]=[CH:9][C:10]([CH2:15][CH:16]([CH3:18])[CH3:17])=[C:11]([CH:14]=2)[C:12]#[N:13])[S:4][N:3]=1)[CH3:20], predict the reactants needed to synthesize it. The reactants are: Br[C:2]1[N:6]=[C:5]([C:7]2[CH:8]=[CH:9][C:10]([CH2:15][CH:16]([CH3:18])[CH3:17])=[C:11]([CH:14]=2)[C:12]#[N:13])[S:4][N:3]=1.[CH2:19]([C:21]1[C:28](B2OC(C)(C)C(C)(C)O2)=[CH:27][CH:26]=[CH:25][C:22]=1[CH:23]=[O:24])[CH3:20].P([O-])([O-])([O-])=O.[K+].[K+].[K+]. (5) Given the product [NH:25]([CH2:24][CH2:23][CH2:22][C@H:17]([NH:16][C:14]([C:10]1[C:9](=[O:47])[N:8]([CH:7]([C:48]2[CH:53]=[CH:52][CH:51]=[CH:50][CH:49]=2)[C:1]2[CH:6]=[CH:5][CH:4]=[CH:3][CH:2]=2)[CH:13]=[CH:12][CH:11]=1)=[O:15])[CH2:18][C:19]([OH:21])=[O:20])[C:26]([NH2:28])=[NH:27].[C:54]([OH:60])([C:56]([F:59])([F:58])[F:57])=[O:55], predict the reactants needed to synthesize it. The reactants are: [C:1]1([CH:7]([C:48]2[CH:53]=[CH:52][CH:51]=[CH:50][CH:49]=2)[N:8]2[CH:13]=[CH:12][CH:11]=[C:10]([C:14]([NH:16][C@@H:17]([CH2:22][CH2:23][CH2:24][NH:25][C:26]([NH:28]S(C3C(C)=C4C(=C(C)C=3C)OC(C)(C)CC4)(=O)=O)=[NH:27])[CH2:18][C:19]([OH:21])=[O:20])=[O:15])[C:9]2=[O:47])[CH:6]=[CH:5][CH:4]=[CH:3][CH:2]=1.[C:54]([OH:60])([C:56]([F:59])([F:58])[F:57])=[O:55].